From a dataset of Reaction yield outcomes from USPTO patents with 853,638 reactions. Predict the reaction yield, written as a fraction of the theoretical maximum amount of product (1.0 means a 100% yield; for example, 0.34 means a 34% yield). (1) The reactants are Cl[C:2]1[N:10]=[C:9](Cl)[CH:8]=[CH:7][C:3]=1[C:4]([NH2:6])=[O:5].[C:12]1([CH3:26])[CH:17]=[CH:16][C:15]([O:18][C:19]2[CH:24]=[CH:23][C:22]([OH:25])=[CH:21][CH:20]=2)=[CH:14][CH:13]=1.CC1(C)C(C)(C)OB([C:35]2[CH2:36][N:37]([C:40]([O:42]C(C)(C)C)=O)[CH2:38][CH:39]=2)O1.[C:48](Cl)(=O)[CH:49]=C.N1C=CCCC1.N1CCCCC1. The catalyst is [Pd]. The product is [C:40]([N:37]1[CH2:36][CH2:35][CH:39]([C:9]2[CH:8]=[CH:7][C:3]([C:4]([NH2:6])=[O:5])=[C:2]([O:25][C:22]3[CH:23]=[CH:24][C:19]([O:18][C:15]4[CH:14]=[CH:13][C:12]([CH3:26])=[CH:17][CH:16]=4)=[CH:20][CH:21]=3)[N:10]=2)[CH2:38]1)(=[O:42])[CH:48]=[CH2:49]. The yield is 0.457. (2) The reactants are [CH3:1][C:2]1[CH:7]=[C:6]([CH3:8])[NH:5][C:4](=[O:9])[C:3]=1[CH2:10][NH:11][C:12]([C:14]1[C:15]2[CH:32]=[N:31][N:30]([CH:33]3[CH2:38][CH2:37][NH:36][CH2:35][CH2:34]3)[C:16]=2[N:17]=[C:18]([C:20]2[CH2:21][C:22]([CH3:29])([CH3:28])[NH:23][C:24]([CH3:27])([CH3:26])[CH:25]=2)[CH:19]=1)=[O:13].C([O-])([O-])=O.[K+].[K+].[CH2:45](Br)[C:46]1[CH:51]=[CH:50][CH:49]=[CH:48][CH:47]=1.O. The catalyst is CN(C=O)C.C(Cl)Cl. The product is [CH2:45]([N:36]1[CH2:37][CH2:38][CH:33]([N:30]2[C:16]3[N:17]=[C:18]([C:20]4[CH2:21][C:22]([CH3:28])([CH3:29])[NH:23][C:24]([CH3:26])([CH3:27])[CH:25]=4)[CH:19]=[C:14]([C:12]([NH:11][CH2:10][C:3]4[C:4](=[O:9])[NH:5][C:6]([CH3:8])=[CH:7][C:2]=4[CH3:1])=[O:13])[C:15]=3[CH:32]=[N:31]2)[CH2:34][CH2:35]1)[C:46]1[CH:51]=[CH:50][CH:49]=[CH:48][CH:47]=1. The yield is 0.213. (3) The reactants are [CH2:1]([O:8][C:9]1[CH:14]=[CH:13][C:12](Br)=[CH:11][C:10]=1[N+:16]([O-:18])=[O:17])[C:2]1[CH:7]=[CH:6][CH:5]=[CH:4][CH:3]=1.[CH:19]#[C:20][CH2:21][CH2:22][CH2:23][CH2:24][CH2:25][CH3:26]. The catalyst is Cl[Pd](Cl)([P](C1C=CC=CC=1)(C1C=CC=CC=1)C1C=CC=CC=1)[P](C1C=CC=CC=1)(C1C=CC=CC=1)C1C=CC=CC=1.[Cu]I.C(N(CC)CC)C. The product is [CH2:1]([O:8][C:9]1[CH:14]=[CH:13][C:12]([C:19]#[C:20][CH2:21][CH2:22][CH2:23][CH2:24][CH2:25][CH3:26])=[CH:11][C:10]=1[N+:16]([O-:18])=[O:17])[C:2]1[CH:7]=[CH:6][CH:5]=[CH:4][CH:3]=1. The yield is 0.910. (4) The reactants are [C:1](=[O:25])([O:3][CH2:4][C@H:5]([C:7]1[N:16]=[CH:15][C:14]2[C:9](=[CH:10][CH:11]=[C:12]([O:17][CH2:18][CH2:19][CH2:20][CH2:21][CH2:22][CH2:23][CH3:24])[CH:13]=2)[N:8]=1)[CH3:6])[NH2:2].C1(C)C=CC=CC=1.[O-2].[Mg+2].C(O)(=O)C.C(O)(=O)C.IC1C=CC=CC=1. The catalyst is CC(C(O)=O)(CC1C=CC=C(CC(C(O)=O)(C)C)C=1)C.CC(C(O)=O)(CC1C=CC=C(CC(C(O)=O)(C)C)C=1)C.[Rh].[Rh].C(Cl)Cl. The product is [CH2:18]([O:17][C:12]1[CH:13]=[C:14]2[C:9](=[CH:10][CH:11]=1)[N:8]=[C:7]([C@:5]1([CH3:6])[CH2:4][O:3][C:1](=[O:25])[NH:2]1)[N:16]=[CH:15]2)[CH2:19][CH2:20][CH2:21][CH2:22][CH2:23][CH3:24].[C:1](=[O:25])([O:3][CH2:4][C@H:5]([C:7]1[N:16]=[CH:15][C:14]2[C:9](=[CH:10][CH:11]=[C:12]([O:17][CH2:18][CH2:19][CH2:20][CH2:21][CH2:22][CH2:23][CH3:24])[CH:13]=2)[N:8]=1)[CH3:6])[NH2:2]. The yield is 0.150. (5) The reactants are [H-].[Na+].[CH3:3][O:4][C:5]1[CH:6]=[C:7]([CH2:13][CH2:14][C:15]([C:17]2[CH:22]=[CH:21][CH:20]=[C:19]([OH:23])[CH:18]=2)=[O:16])[CH:8]=[CH:9][C:10]=1[O:11][CH3:12].[C:24]([O:28][C:29](=[O:32])[CH2:30]Br)([CH3:27])([CH3:26])[CH3:25]. The catalyst is CN(C=O)C. The product is [C:24]([O:28][C:29]([CH2:30][O:23][C:19]1[CH:18]=[C:17]([C:15](=[O:16])[CH2:14][CH2:13][C:7]2[CH:8]=[CH:9][C:10]([O:11][CH3:12])=[C:5]([O:4][CH3:3])[CH:6]=2)[CH:22]=[CH:21][CH:20]=1)=[O:32])([CH3:27])([CH3:26])[CH3:25]. The yield is 0.820. (6) The reactants are C1([C:7]2[CH:12]=[CH:11][CH:10]=[CH:9][N:8]=2)C=CC=CC=1.BrBr.[S:15]1[CH:19]=[CH:18][C:17]2[CH:20]=[CH:21][CH:22]=[CH:23][C:16]1=2.[Li]CCCC.[Li].C(OB1OC(C)(C)C(C)(C)O1)(C)C. No catalyst specified. The product is [N:8]1[CH:9]=[CH:10][CH:11]=[CH:12][C:7]=1[C:19]1[S:15][C:16]2[CH:23]=[CH:22][CH:21]=[CH:20][C:17]=2[CH:18]=1. The yield is 0.810.